This data is from Reaction yield outcomes from USPTO patents with 853,638 reactions. The task is: Predict the reaction yield, written as a fraction of the theoretical maximum amount of product (1.0 means a 100% yield; for example, 0.34 means a 34% yield). (1) The reactants are [Cl:1][C:2]1[CH:11]=[C:10]2[C:5]([CH:6]=[C:7]([C:15]3[C:20]([CH3:21])=[CH:19][C:18]([F:22])=[CH:17][C:16]=3[CH3:23])[C:8](=N)[N:9]2[CH2:12][CH3:13])=[CH:4][N:3]=1.CC(OC(C)=O)=[O:26]. The catalyst is Cl. The product is [Cl:1][C:2]1[CH:11]=[C:10]2[C:5]([CH:6]=[C:7]([C:15]3[C:20]([CH3:21])=[CH:19][C:18]([F:22])=[CH:17][C:16]=3[CH3:23])[C:8](=[O:26])[N:9]2[CH2:12][CH3:13])=[CH:4][N:3]=1. The yield is 0.620. (2) The reactants are [CH3:1][C:2]1[O:6][N:5]=[C:4]([C:7]2[CH:12]=[CH:11][CH:10]=[CH:9][CH:8]=2)[C:3]=1[CH2:13][O:14][C:15]1[CH:23]=[CH:22][C:18]([C:19]([OH:21])=O)=[CH:17][N:16]=1.F[B-](F)(F)F.[N:29]1(OC(N(C)C)=[N+](C)C)[C:33]2C=CC=CC=2N=N1.C(N(CC)C(C)C)(C)C.CN. The catalyst is CN(C=O)C. The product is [CH3:33][NH:29][C:19](=[O:21])[C:18]1[CH:22]=[CH:23][C:15]([O:14][CH2:13][C:3]2[C:4]([C:7]3[CH:8]=[CH:9][CH:10]=[CH:11][CH:12]=3)=[N:5][O:6][C:2]=2[CH3:1])=[N:16][CH:17]=1. The yield is 0.330.